Dataset: Catalyst prediction with 721,799 reactions and 888 catalyst types from USPTO. Task: Predict which catalyst facilitates the given reaction. (1) Reactant: [CH3:1][O:2][C:3](=[O:24])[C:4]1[CH:9]=[CH:8][C:7]([NH:10][CH2:11][C:12]2[C:17](C3CCCCC3)=[CH:16][CH:15]=[CH:14][CH:13]=2)=[CH:6][CH:5]=1.[Cl:25][C:26]1[CH:27]=[C:28]([N:33]=[C:34]=[O:35])[CH:29]=[C:30]([Cl:32])[CH:31]=1. Product: [CH3:1][O:2][C:3](=[O:24])[C:4]1[CH:5]=[CH:6][C:7]([N:10]([CH2:11][C:12]2[CH:13]=[CH:14][C:15]([CH:4]3[CH2:9][CH2:8][CH2:7][CH2:6][CH2:5]3)=[CH:16][CH:17]=2)[C:34]([NH:33][C:28]2[CH:27]=[C:26]([Cl:25])[CH:31]=[C:30]([Cl:32])[CH:29]=2)=[O:35])=[CH:8][CH:9]=1. The catalyst class is: 10. (2) Reactant: [N+:1]([C:4]1[CH:13]=[CH:12][CH:11]=[C:10]2[C:5]=1[CH:6]=[CH:7][N:8]([CH2:15][C:16]1[CH:21]=[CH:20][CH:19]=[CH:18][N:17]=1)[C:9]2=[O:14])([O-])=O.CO. Product: [NH2:1][C:4]1[CH:13]=[CH:12][CH:11]=[C:10]2[C:5]=1[CH:6]=[CH:7][N:8]([CH2:15][C:16]1[CH:21]=[CH:20][CH:19]=[CH:18][N:17]=1)[C:9]2=[O:14]. The catalyst class is: 45. (3) Reactant: [Cl:1][C:2]1[CH:3]=[C:4]([CH:10]=[CH:11][C:12]=1[C:13]([F:16])([F:15])[F:14])[O:5]CC(O)=O.[Cl-].ClC1N(C)CC[NH+]1C.Cl.NCC1C=CC(NS(C)(=O)=O)=C(C)C=1. Product: [Cl:1][C:2]1[CH:3]=[C:4]([OH:5])[CH:10]=[CH:11][C:12]=1[C:13]([F:15])([F:16])[F:14]. The catalyst class is: 66. (4) Reactant: [CH2:1]([N:8]1[CH:13]2[C:14]([F:17])([F:16])[CH2:15][CH:9]1[CH2:10][CH:11](CC([O-])=O)[CH2:12]2)[C:2]1[CH:7]=[CH:6][CH:5]=[CH:4][CH:3]=1.C([O-])([O-])=[O:23].[K+].[K+]. Product: [CH2:1]([N:8]1[CH:13]2[C:14]([F:17])([F:16])[CH2:15][CH:9]1[CH2:10][CH:11]([OH:23])[CH2:12]2)[C:2]1[CH:7]=[CH:6][CH:5]=[CH:4][CH:3]=1. The catalyst class is: 5. (5) Reactant: CO.C(C1C=C[C:8]([N:11]2[CH:15]([C:16]3[CH:21]=[CH:20][CH:19]=[CH:18][CH:17]=3)[C:14]([C:22](=[O:31])[C:23]3[CH:28]=[CH:27][C:26]([O:29][CH3:30])=[CH:25][CH:24]=3)=[C:13]([OH:32])[C:12]2=[O:33])=CC=1)=O.[CH2:34]([OH:37])[CH2:35][OH:36].O.C1(C)C=CC(S(O)(=O)=O)=CC=1. Product: [O:36]1[CH2:35][CH2:34][O:37][CH:8]1[N:11]1[CH:15]([C:16]2[CH:17]=[CH:18][CH:19]=[CH:20][CH:21]=2)[C:14]([C:22](=[O:31])[C:23]2[CH:24]=[CH:25][C:26]([O:29][CH3:30])=[CH:27][CH:28]=2)=[C:13]([OH:32])[C:12]1=[O:33]. The catalyst class is: 226. (6) Reactant: [Li][CH3:2].[CH2:3]([O:10][CH2:11][N:12]1[C:16]([CH:17]=O)=[CH:15][CH:14]=[N:13]1)[C:4]1[CH:9]=[CH:8][CH:7]=[CH:6][CH:5]=1. Product: [CH2:3]([O:10][CH2:11][N:12]1[C:16]([CH:17]=[CH2:2])=[CH:15][CH:14]=[N:13]1)[C:4]1[CH:9]=[CH:8][CH:7]=[CH:6][CH:5]=1. The catalyst class is: 307. (7) Reactant: [C:1]([C:3]([NH:7][C:8]([C-:10]1[CH:14]=[CH:13][CH:12]=[CH:11]1)=[O:9])([CH3:6])[CH2:4][OH:5])#[N:2].[CH-:15]1[CH:19]=[CH:18][CH:17]=[CH:16]1.[Fe+2:20].[H-].[Na+].F[C:24]1[CH:25]=[C:26]([CH:29]=[CH:30][C:31]=1[C:32]([F:35])([F:34])[F:33])[C:27]#[N:28]. Product: [C:1]([C:3]([NH:7][C:8]([C-:10]1[CH:14]=[CH:13][CH:12]=[CH:11]1)=[O:9])([CH3:6])[CH2:4][O:5][C:24]1[CH:25]=[C:26]([C:27]#[N:28])[CH:29]=[CH:30][C:31]=1[C:32]([F:33])([F:35])[F:34])#[N:2].[CH-:15]1[CH:19]=[CH:18][CH:17]=[CH:16]1.[Fe+2:20]. The catalyst class is: 1. (8) Reactant: [BH4-].[Na+].[Cl:3][C:4]1[C:5]([C:12]2[CH:13]=[N:14][C:15]([C:18]([F:21])([F:20])[F:19])=[N:16][CH:17]=2)=[CH:6][C:7]([CH:10]=[O:11])=[N:8][CH:9]=1. Product: [Cl:3][C:4]1[C:5]([C:12]2[CH:17]=[N:16][C:15]([C:18]([F:20])([F:21])[F:19])=[N:14][CH:13]=2)=[CH:6][C:7]([CH2:10][OH:11])=[N:8][CH:9]=1. The catalyst class is: 5. (9) Reactant: [F:1][C:2]1([F:41])[O:6][C:5]2[CH:7]=[CH:8][C:9]([C:11]3([C:14]([NH:16][C@H:17]4[C:26]5[C:21](=[CH:22][C:23]([C:27]([F:30])([F:29])[F:28])=[CH:24][CH:25]=5)[O:20][C@@H:19]([CH:31]5[CH2:36][CH2:35][CH2:34][CH:33]([C:37]([O:39]C)=[O:38])[CH2:32]5)[CH2:18]4)=[O:15])[CH2:13][CH2:12]3)=[CH:10][C:4]=2[O:3]1.[OH-].[Na+]. Product: [F:41][C:2]1([F:1])[O:6][C:5]2[CH:7]=[CH:8][C:9]([C:11]3([C:14]([NH:16][C@H:17]4[C:26]5[C:21](=[CH:22][C:23]([C:27]([F:29])([F:30])[F:28])=[CH:24][CH:25]=5)[O:20][C@@H:19]([CH:31]5[CH2:36][CH2:35][CH2:34][CH:33]([C:37]([OH:39])=[O:38])[CH2:32]5)[CH2:18]4)=[O:15])[CH2:12][CH2:13]3)=[CH:10][C:4]=2[O:3]1. The catalyst class is: 5. (10) Reactant: [Li+].[OH-].C([O:5][C:6]([C:8]1[N:21]([CH2:22][C:23]2[S:27][C:26]3[CH:28]=[C:29]([Cl:32])[CH:30]=[CH:31][C:25]=3[CH:24]=2)[C:11]2=[CH:12][N:13]=[C:14]([O:16][CH2:17][CH2:18][O:19][CH3:20])[CH:15]=[C:10]2[CH:9]=1)=[O:7])C.Cl. Product: [Cl:32][C:29]1[CH:30]=[CH:31][C:25]2[CH:24]=[C:23]([CH2:22][N:21]3[C:11]4=[CH:12][N:13]=[C:14]([O:16][CH2:17][CH2:18][O:19][CH3:20])[CH:15]=[C:10]4[CH:9]=[C:8]3[C:6]([OH:7])=[O:5])[S:27][C:26]=2[CH:28]=1. The catalyst class is: 776.